This data is from Forward reaction prediction with 1.9M reactions from USPTO patents (1976-2016). The task is: Predict the product of the given reaction. (1) Given the reactants [CH:1]([C@H:4]1[CH2:8][O:7][C:6](=[O:9])[N:5]1[C:10]1[CH:15]=[CH:14][N:13]=[C:12]([N:16]([C@H:24]([C:26]2[CH:31]=[CH:30][C:29]([C:32]3[CH:33]=[N:34][N:35]([CH3:37])[CH:36]=3)=[CH:28][CH:27]=2)[CH3:25])C(=O)OC(C)(C)C)[N:11]=1)([CH3:3])[CH3:2].C(O)(C(F)(F)F)=O, predict the reaction product. The product is: [CH:1]([C@H:4]1[CH2:8][O:7][C:6](=[O:9])[N:5]1[C:10]1[CH:15]=[CH:14][N:13]=[C:12]([NH:16][C@H:24]([C:26]2[CH:31]=[CH:30][C:29]([C:32]3[CH:33]=[N:34][N:35]([CH3:37])[CH:36]=3)=[CH:28][CH:27]=2)[CH3:25])[N:11]=1)([CH3:2])[CH3:3]. (2) Given the reactants [F:1][C:2]([F:16])([F:15])[O:3][C:4]1[CH:5]=[C:6]([CH2:10][CH2:11][C:12]([OH:14])=O)[CH:7]=[CH:8][CH:9]=1, predict the reaction product. The product is: [F:15][C:2]([F:1])([F:16])[O:3][C:4]1[CH:5]=[C:6]2[C:7](=[CH:8][CH:9]=1)[C:12](=[O:14])[CH2:11][CH2:10]2. (3) Given the reactants [NH2:1][C:2]1[NH:6][N:5]=[C:4]([NH:7][C:8]2[CH:13]=[CH:12][CH:11]=[C:10](Cl)[CH:9]=2)[C:3]=1[C:15]([NH2:17])=O.FC(F)[O:20][C:21]1[CH:28]=[CH:27][C:24]([CH:25]=O)=[CH:23][C:22]=1O, predict the reaction product. The product is: [C:3]([C:11]1[CH:12]=[CH:13][C:8]([NH:7][C:4]2[NH:5][N:6]=[C:2]([N:1]=[CH:25][C:24]3[CH:27]=[CH:28][C:21]([OH:20])=[CH:22][CH:23]=3)[C:3]=2[C:15]#[N:17])=[CH:9][CH:10]=1)([CH3:15])([CH3:4])[CH3:2].